From a dataset of Full USPTO retrosynthesis dataset with 1.9M reactions from patents (1976-2016). Predict the reactants needed to synthesize the given product. (1) Given the product [CH3:30][N:2]([CH3:1])[C:3]1([C:24]2[CH:29]=[CH:28][CH:27]=[CH:26][CH:25]=2)[CH2:8][CH2:7][CH:6]([C:9]2[NH:10][C:11]3[C:16]([C:17]=2[CH2:18][CH2:19][CH2:20][C:21]([OH:23])=[O:22])=[CH:15][CH:14]=[CH:13][CH:12]=3)[CH2:5][CH2:4]1, predict the reactants needed to synthesize it. The reactants are: [CH3:1][N:2]([CH3:30])[C:3]1([C:24]2[CH:29]=[CH:28][CH:27]=[CH:26][CH:25]=2)[CH2:8][CH2:7][C:6]([C:9]2[NH:10][C:11]3[C:16]([C:17]=2[CH2:18][CH2:19][CH2:20][C:21]([OH:23])=[O:22])=[CH:15][CH:14]=[CH:13][CH:12]=3)=[CH:5][CH2:4]1.[H][H]. (2) Given the product [F:1][C:2]1[C:7]([F:8])=[CH:6][CH:5]=[CH:4][C:3]=1[C:9]1[N:17]=[C:12]2[CH:13]=[N:14][N:15]([CH2:19][C:20]3[CH:25]=[N:24][C:23]([C:26]4[CH:31]=[CH:30][C:29]([O:32][CH3:33])=[CH:28][C:27]=4[C:34]([F:36])([F:35])[F:37])=[C:22]([C:38]([F:41])([F:39])[F:40])[CH:21]=3)[CH:16]=[C:11]2[N:10]=1, predict the reactants needed to synthesize it. The reactants are: [F:1][C:2]1[C:7]([F:8])=[CH:6][CH:5]=[CH:4][C:3]=1[C:9]1[N:17]=[C:12]2[CH:13]=[N:14][NH:15][CH:16]=[C:11]2[N:10]=1.Br[CH2:19][C:20]1[CH:21]=[C:22]([C:38]([F:41])([F:40])[F:39])[C:23]([C:26]2[CH:31]=[CH:30][C:29]([O:32][CH3:33])=[CH:28][C:27]=2[C:34]([F:37])([F:36])[F:35])=[N:24][CH:25]=1. (3) Given the product [CH2:16]1[C:28]2[C:27]3[CH:26]=[CH:25][CH:24]=[CH:23][C:22]=3[NH:21][C:20]=2[CH2:19][CH2:18][N:17]1[CH2:2][CH2:3][C:4]1[C:9](=[O:10])[N:8]2[N:11]=[C:12]([CH3:14])[S:13][C:7]2=[N:6][C:5]=1[CH3:15], predict the reactants needed to synthesize it. The reactants are: Cl[CH2:2][CH2:3][C:4]1[C:9](=[O:10])[N:8]2[N:11]=[C:12]([CH3:14])[S:13][C:7]2=[N:6][C:5]=1[CH3:15].[CH2:16]1[C:28]2[C:27]3[CH:26]=[CH:25][CH:24]=[CH:23][C:22]=3[NH:21][C:20]=2[CH2:19][CH2:18][NH:17]1.C(=O)(O)[O-].[Na+].[I-].[K+]. (4) Given the product [C:1]([C:4]1[O:8][C:7]2[C:9]([O:18][C:34](=[O:36])[CH3:35])=[C:10]3[C:15](=[C:16]([O:17][C:27](=[O:29])[CH3:28])[C:6]=2[CH:5]=1)[CH:14]=[CH:13][CH:12]=[CH:11]3)(=[O:3])[CH3:2], predict the reactants needed to synthesize it. The reactants are: [C:1]([C:4]1[O:8][C:7]2[C:9](=[O:18])[C:10]3[C:15]([C:16](=[O:17])[C:6]=2[CH:5]=1)=[CH:14][CH:13]=[CH:12][CH:11]=3)(=[O:3])[CH3:2].S(S([O-])=O)([O-])=O.[Na+].[Na+].[C:27](OC(=O)C)(=[O:29])[CH3:28].[C:34](OCC)(=[O:36])[CH3:35]. (5) Given the product [F:2][C:3]1[CH:4]=[C:5]([CH:43]=[CH:44][CH:45]=1)[CH2:6][N:7]1[CH:11]=[C:10]([C:12]2[C:20]3[C:15](=[N:16][CH:17]=[C:18]([C:21]4[CH:26]=[CH:25][C:24]([N:27]5[CH2:28][CH2:29][N:30]([CH2:47][C:48]([NH2:50])=[O:49])[CH2:31][CH2:32]5)=[CH:23][CH:22]=4)[CH:19]=3)[N:14]([S:33]([C:36]3[CH:42]=[CH:41][C:39]([CH3:40])=[CH:38][CH:37]=3)(=[O:34])=[O:35])[CH:13]=2)[CH:9]=[N:8]1, predict the reactants needed to synthesize it. The reactants are: Cl.[F:2][C:3]1[CH:4]=[C:5]([CH:43]=[CH:44][CH:45]=1)[CH2:6][N:7]1[CH:11]=[C:10]([C:12]2[C:20]3[C:15](=[N:16][CH:17]=[C:18]([C:21]4[CH:26]=[CH:25][C:24]([N:27]5[CH2:32][CH2:31][NH:30][CH2:29][CH2:28]5)=[CH:23][CH:22]=4)[CH:19]=3)[N:14]([S:33]([C:36]3[CH:42]=[CH:41][C:39]([CH3:40])=[CH:38][CH:37]=3)(=[O:35])=[O:34])[CH:13]=2)[CH:9]=[N:8]1.Cl[CH2:47][C:48]([NH2:50])=[O:49].C(=O)(O)[O-].[Na+]. (6) Given the product [Si:1]([O:8][CH2:9][C:10]1([CH3:38])[S:16][CH2:15][CH2:14][N:13]2[C:17]([C:20]3([C:23]4[CH:24]=[CH:25][C:26]([C:40]5[CH:41]=[N:42][CH:43]=[CH:44][C:45]=5[CH3:46])=[CH:27][CH:28]=4)[CH2:22][CH2:21]3)=[N:18][N:19]=[C:12]2[CH2:11]1)([C:4]([CH3:7])([CH3:5])[CH3:6])([CH3:3])[CH3:2], predict the reactants needed to synthesize it. The reactants are: [Si:1]([O:8][CH2:9][C:10]1([CH3:38])[S:16][CH2:15][CH2:14][N:13]2[C:17]([C:20]3([C:23]4[CH:28]=[CH:27][C:26](B5OC(C)(C)C(C)(C)O5)=[CH:25][CH:24]=4)[CH2:22][CH2:21]3)=[N:18][N:19]=[C:12]2[CH2:11]1)([C:4]([CH3:7])([CH3:6])[CH3:5])([CH3:3])[CH3:2].Br[C:40]1[CH:41]=[N:42][CH:43]=[CH:44][C:45]=1[CH3:46].C(=O)([O-])[O-].[K+].[K+]. (7) Given the product [NH:8]1[CH:12]=[C:11]([C:13]2[CH:18]=[CH:17][N:16]=[C:15]([O:19][C:20]3[C:21]([CH3:28])=[CH:22][C:23]([F:27])=[C:24]([NH2:26])[CH:25]=3)[N:14]=2)[CH:10]=[N:9]1, predict the reactants needed to synthesize it. The reactants are: COC1C=CC(C[N:8]2[CH:12]=[C:11]([C:13]3[CH:18]=[CH:17][N:16]=[C:15]([O:19][C:20]4[C:21]([CH3:28])=[CH:22][C:23]([F:27])=[C:24]([NH2:26])[CH:25]=4)[N:14]=3)[CH:10]=[N:9]2)=CC=1.C(O)(C(F)(F)F)=O. (8) Given the product [ClH:1].[Cl:1][C:2]1[C:3]2[NH:22][C:23]([C:24]3[CH2:29][C:30]4([CH2:35][CH2:34][CH2:33][CH2:32][CH2:31]4)[O:26][N:27]=3)=[N:19][C:4]=2[C:5]([CH3:18])=[C:6]([C:8]2[CH:13]=[CH:12][CH:11]=[CH:10][C:9]=2[C:14]([F:17])([F:15])[F:16])[CH:7]=1, predict the reactants needed to synthesize it. The reactants are: [Cl:1][C:2]1[C:3]([NH:22][C:23](=O)[CH3:24])=[C:4]([N+:19]([O-])=O)[C:5]([CH3:18])=[C:6]([C:8]2[CH:13]=[CH:12][CH:11]=[CH:10][C:9]=2[C:14]([F:17])([F:16])[F:15])[CH:7]=1.[O:26]1[C:30]2([CH2:35][CH2:34][CH2:33][CH2:32][CH2:31]2)[CH2:29]C(C(O)=O)=[N:27]1. (9) The reactants are: [Br-:1].[CH2:2]([P+:6]([CH2:28][CH2:29][CH2:30][CH3:31])([CH2:24][CH2:25][CH2:26][CH3:27])[CH2:7][CH2:8][CH2:9][NH:10][C:11](=[O:23])[C:12]1[CH:17]=[CH:16][C:15]([CH2:18][CH3:19])=[C:14]([N+:20]([O-:22])=[O:21])[CH:13]=1)[CH2:3][CH2:4][CH3:5].[CH2:32]=[O:33].CC(C)([O-])C.[K+].Cl. Given the product [Br-:1].[CH2:28]([P+:6]([CH2:2][CH2:3][CH2:4][CH3:5])([CH2:24][CH2:25][CH2:26][CH3:27])[CH2:7][CH2:8][CH2:9][NH:10][C:11](=[O:23])[C:12]1[CH:17]=[CH:16][C:15]([CH:18]([CH3:19])[CH2:32][OH:33])=[C:14]([N+:20]([O-:22])=[O:21])[CH:13]=1)[CH2:29][CH2:30][CH3:31], predict the reactants needed to synthesize it.